This data is from Catalyst prediction with 721,799 reactions and 888 catalyst types from USPTO. The task is: Predict which catalyst facilitates the given reaction. (1) Reactant: [Cl:1][C:2]1[CH:3]=[C:4]([C:22]2[CH:27]=[CH:26][C:25]([C:28](O)=[O:29])=[CH:24][CH:23]=2)[CH:5]=[C:6]([Cl:21])[C:7]=1[CH2:8][CH:9]1[CH2:13][CH2:12][N:11]([CH:14]2[CH2:19][CH2:18][CH2:17][CH2:16][CH2:15]2)[C:10]1=[O:20].C(N1C=CN=C1)(N1C=CN=C1)=O.C(OC([N:50]1[CH2:55][CH2:54][CH:53]([NH2:56])[CH2:52][CH2:51]1)=O)(C)(C)C. Product: [NH:50]1[CH2:55][CH2:54][CH:53]([NH:56][C:28]([C:25]2[CH:24]=[CH:23][C:22]([C:4]3[CH:3]=[C:2]([Cl:1])[C:7]([CH2:8][CH:9]4[CH2:13][CH2:12][N:11]([CH:14]5[CH2:15][CH2:16][CH2:17][CH2:18][CH2:19]5)[C:10]4=[O:20])=[C:6]([Cl:21])[CH:5]=3)=[CH:27][CH:26]=2)=[O:29])[CH2:52][CH2:51]1. The catalyst class is: 4. (2) Reactant: [F:1][C:2]1[CH:3]=[C:4]([CH:13]([CH3:19])[C:14]([O:16]CC)=[O:15])[CH:5]=[CH:6][C:7]=1[CH2:8][S:9]([CH3:12])(=[O:11])=[O:10].O1CCCC1.[OH-].[Li+]. Product: [F:1][C:2]1[CH:3]=[C:4]([CH:13]([CH3:19])[C:14]([OH:16])=[O:15])[CH:5]=[CH:6][C:7]=1[CH2:8][S:9]([CH3:12])(=[O:11])=[O:10]. The catalyst class is: 581. (3) Reactant: B1([O-])OO1.[OH2:5].[OH2:6].O.O.[Na+].[Br:10][C:11]1[CH:16]=[CH:15][CH:14]=[C:13]([F:17])[C:12]=1[NH2:18]. Product: [Br:10][C:11]1[CH:16]=[CH:15][CH:14]=[C:13]([F:17])[C:12]=1[N+:18]([O-:6])=[O:5]. The catalyst class is: 15. (4) Reactant: [OH:1][C:2]1[N:7]([C:8]2[CH:13]=[CH:12][CH:11]=[CH:10][C:9]=2[N+:14]([O-:16])=[O:15])[C:6](=[O:17])[N:5]([CH2:18][C:19]2[CH:24]=[CH:23][CH:22]=[CH:21][CH:20]=2)[C:4](=[O:25])[C:3]=1[C:26](OCC)=[O:27].C1(CNC([CH:41](C(OCC)=O)[C:42]([O:44]CC)=[O:43])=O)C=CC=CC=1.[H-].[Na+].[N+:54](C1C=CC=CC=1N=C=O)([O-])=O. Product: [OH:1][C:2]1[N:7]([C:8]2[CH:13]=[CH:12][CH:11]=[CH:10][C:9]=2[N+:14]([O-:16])=[O:15])[C:6](=[O:17])[N:5]([CH2:18][C:19]2[CH:24]=[CH:23][CH:22]=[CH:21][CH:20]=2)[C:4](=[O:25])[C:3]=1[C:26]([NH:54][CH2:41][C:42]([OH:44])=[O:43])=[O:27]. The catalyst class is: 346. (5) Reactant: [C:1]([C:3]1[CH:4]=[CH:5][C:6]([C@@H:12]2[C:17]([C:18]#[N:19])=[C:16]([CH3:20])[N:15]([C:21]3[CH:26]=[CH:25][CH:24]=[C:23]([C:27]([F:30])([F:29])[F:28])[CH:22]=3)[C:14](=[O:31])[N:13]2[CH3:32])=[C:7]([S:9]([O-:11])=[O:10])[CH:8]=1)#[N:2].[Na+].Br[CH2:35][CH:36]1[CH2:39][CH2:38][CH2:37]1. Product: [C:1]([C:3]1[CH:4]=[CH:5][C:6]([C@@H:12]2[C:17]([C:18]#[N:19])=[C:16]([CH3:20])[N:15]([C:21]3[CH:26]=[CH:25][CH:24]=[C:23]([C:27]([F:29])([F:30])[F:28])[CH:22]=3)[C:14](=[O:31])[N:13]2[CH3:32])=[C:7]([S:9]([CH2:35][CH:36]2[CH2:39][CH2:38][CH2:37]2)(=[O:11])=[O:10])[CH:8]=1)#[N:2]. The catalyst class is: 3. (6) Reactant: [CH2:1]([CH2:3][NH2:4])[OH:2].[K].C(CN)O.[C:10](=[O:13])([O-:12])[O-:11].[K+:14].[K+]. Product: [CH2:1]([CH2:3][NH2:4])[OH:2].[C:10](=[O:11])([O-:13])[O-:12].[K+:14].[K+:14]. The catalyst class is: 6. (7) Reactant: [OH:1][CH:2]([CH2:12]Cl)[CH2:3][N:4]1[CH:8]=[CH:7][N:6]=[C:5]1[N+:9]([O-:11])=[O:10].[OH-].[Na+]. Product: [O:1]1[CH2:12][CH:2]1[CH2:3][N:4]1[CH:8]=[CH:7][N:6]=[C:5]1[N+:9]([O-:11])=[O:10]. The catalyst class is: 13.